This data is from CYP3A4 inhibition data for predicting drug metabolism from PubChem BioAssay. The task is: Regression/Classification. Given a drug SMILES string, predict its absorption, distribution, metabolism, or excretion properties. Task type varies by dataset: regression for continuous measurements (e.g., permeability, clearance, half-life) or binary classification for categorical outcomes (e.g., BBB penetration, CYP inhibition). Dataset: cyp3a4_veith. (1) The drug is N[C@@H](C(=O)O)c1cc(O)ccc1Cl. The result is 1 (inhibitor). (2) The molecule is O=C(NC[C@H]1CCCCN1)c1cc(OCC(F)(F)F)ccc1OCC(F)(F)F. The result is 0 (non-inhibitor). (3) The molecule is CN(C)Cc1ccccc1-c1ccc2ncnc(NCc3ccccc3)c2c1. The result is 1 (inhibitor). (4) The compound is CCN1C(=O)C(CC(=O)Nc2ccc(Br)cc2)N(CCCc2ccccc2)C1=S. The result is 1 (inhibitor).